From a dataset of Full USPTO retrosynthesis dataset with 1.9M reactions from patents (1976-2016). Predict the reactants needed to synthesize the given product. (1) Given the product [CH2:1]([O:8][C:9]1[CH:10]=[CH:11][C:12]([CH2:15][C:16]#[CH:17])=[CH:13][CH:14]=1)[C:2]1[CH:3]=[CH:4][CH:5]=[CH:6][CH:7]=1, predict the reactants needed to synthesize it. The reactants are: [CH2:1]([O:8][C:9]1[CH:14]=[CH:13][C:12]([CH2:15][C:16]#[C:17][Si](C)(C)C)=[CH:11][CH:10]=1)[C:2]1[CH:7]=[CH:6][CH:5]=[CH:4][CH:3]=1.C(=O)([O-])[O-].[K+].[K+]. (2) Given the product [Cl:16][C:17]1[CH:22]=[C:21]([Cl:23])[CH:20]=[C:19]([CH3:24])[C:18]=1[S:25]([NH:13][C:11]1[CH:10]=[CH:9][CH:8]=[C:7]([CH2:6][O:5][CH2:4][CH2:3][C:2]([F:1])([F:14])[F:15])[N:12]=1)(=[O:27])=[O:26], predict the reactants needed to synthesize it. The reactants are: [F:1][C:2]([F:15])([F:14])[CH2:3][CH2:4][O:5][CH2:6][C:7]1[N:12]=[C:11]([NH2:13])[CH:10]=[CH:9][CH:8]=1.[Cl:16][C:17]1[CH:22]=[C:21]([Cl:23])[CH:20]=[C:19]([CH3:24])[C:18]=1[S:25](Cl)(=[O:27])=[O:26]. (3) The reactants are: [NH2:1][C:2]1[CH:11]=[CH:10][C:5]([C:6]([O:8][CH3:9])=[O:7])=[C:4]([Cl:12])[C:3]=1[C:13]#[C:14][Si](C)(C)C.C([O-])([O-])=O.[K+].[K+]. Given the product [NH2:1][C:2]1[CH:11]=[CH:10][C:5]([C:6]([O:8][CH3:9])=[O:7])=[C:4]([Cl:12])[C:3]=1[C:13]#[CH:14], predict the reactants needed to synthesize it. (4) Given the product [NH2:21][C:18]1[N:19]=[CH:20][C:15]([CH2:14][N:4]2[C:5](=[O:13])[C:6]([C:7]3[CH:8]=[CH:9][CH:10]=[CH:11][CH:12]=3)=[C:2]([NH:37][C:36]3[CH:38]=[CH:39][C:33]([O:32][CH:31]([F:30])[F:40])=[CH:34][CH:35]=3)[C:3]2=[O:29])=[CH:16][CH:17]=1, predict the reactants needed to synthesize it. The reactants are: Cl[C:2]1[C:3](=[O:29])[N:4]([CH2:14][C:15]2[CH:16]=[CH:17][C:18]([NH:21]C(=O)OC(C)(C)C)=[N:19][CH:20]=2)[C:5](=[O:13])[C:6]=1[C:7]1[CH:12]=[CH:11][CH:10]=[CH:9][CH:8]=1.[F:30][CH:31]([F:40])[O:32][C:33]1[CH:39]=[CH:38][C:36]([NH2:37])=[CH:35][CH:34]=1. (5) Given the product [Br:1][C:2]1[CH:7]=[CH:6][C:5]([CH2:8][CH2:9][N:10]([CH2:11][C@H:12]([O:13][Si:26]([C:29]([CH3:32])([CH3:31])[CH3:30])([CH3:28])[CH3:27])[C:14]2[CH:19]=[CH:18][CH:17]=[C:16]([Cl:20])[CH:15]=2)[C:34](=[O:35])[O:36][C:37]([CH3:40])([CH3:39])[CH3:38])=[CH:4][CH:3]=1, predict the reactants needed to synthesize it. The reactants are: [Br:1][C:2]1[CH:7]=[CH:6][C:5]([CH2:8][CH2:9][NH:10][CH2:11][C@@H:12]([C:14]2[CH:19]=[CH:18][CH:17]=[C:16]([Cl:20])[CH:15]=2)[OH:13])=[CH:4][CH:3]=1.N1C=CN=C1.[Si:26](Cl)([C:29]([CH3:32])([CH3:31])[CH3:30])([CH3:28])[CH3:27].[C:34](O[C:34]([O:36][C:37]([CH3:40])([CH3:39])[CH3:38])=[O:35])([O:36][C:37]([CH3:40])([CH3:39])[CH3:38])=[O:35]. (6) Given the product [N+:8]([C:7]1[C:2]([NH:17][CH:14]2[CH2:15][CH2:16][CH:11]([NH2:18])[CH2:12][CH2:13]2)=[N:3][CH:4]=[CH:5][CH:6]=1)([O-:10])=[O:9], predict the reactants needed to synthesize it. The reactants are: Cl[C:2]1[C:7]([N+:8]([O-:10])=[O:9])=[CH:6][CH:5]=[CH:4][N:3]=1.[CH:11]1([NH2:18])[CH2:16][CH2:15][CH:14]([NH2:17])[CH2:13][CH2:12]1.CN(C)C=O.C(=O)([O-])[O-].[Na+].[Na+].